From a dataset of Forward reaction prediction with 1.9M reactions from USPTO patents (1976-2016). Predict the product of the given reaction. Given the reactants [ClH:1].[CH3:2][O:3][C:4]1[CH:5]=[C:6]2[C:11](=[C:12]([O:16][CH3:17])[C:13]=1[O:14][CH3:15])[CH:10]=[C:9](/[CH:18]=[CH:19]/[C:20]([N:22]1[CH2:27][CH2:26][CH:25]([CH2:28][N:29]([CH3:57])[CH2:30][CH:31]3[CH2:36][CH2:35][N:34]([C:37](=[O:56])/[CH:38]=[CH:39]/[C:40]4[CH:49]=[CH:48][C:47]5[C:42](=[C:43]([O:54][CH3:55])[C:44]([O:52][CH3:53])=[C:45]([O:50][CH3:51])[CH:46]=5)[CH:41]=4)[CH2:33][CH2:32]3)[CH2:24][CH2:23]1)=[O:21])[CH:8]=[CH:7]2, predict the reaction product. The product is: [ClH:1].[CH3:2][O:3][C:4]1[CH:5]=[C:6]2[C:11](=[C:12]([O:16][CH3:17])[C:13]=1[O:14][CH3:15])[CH:10]=[C:9](/[CH:18]=[CH:19]/[C:20]([N:22]1[CH2:27][CH2:26][CH:25]([CH2:28][N:29]([CH3:57])[CH2:30][CH:31]3[CH2:36][CH2:35][N:34]([C:37](=[O:56])/[CH:38]=[CH:39]/[C:40]4[CH:49]=[CH:48][C:47]5[C:42](=[C:43]([O:54][CH3:55])[C:44]([O:52][CH3:53])=[C:45]([O:50][CH3:51])[CH:46]=5)[CH:41]=4)[CH2:33][CH2:32]3)[CH2:24][CH2:23]1)=[O:21])[CH:8]=[CH:7]2.